From a dataset of Catalyst prediction with 721,799 reactions and 888 catalyst types from USPTO. Predict which catalyst facilitates the given reaction. (1) Reactant: [Cl:1][C:2]1[CH:3]=[C:4]([C:10]2[CH:14]=[CH:13][N:12]([CH2:15][C@@H:16]([NH:18][C:19]([C:21]3[N:22]=[C:23]([CH3:26])[NH:24][CH:25]=3)=[O:20])[CH3:17])[N:11]=2)[CH:5]=[CH:6][C:7]=1[C:8]#[N:9].[C:27]1(P([C:27]2[CH:32]=CC=[CH:29][CH:28]=2)[C:27]2[CH:32]=CC=[CH:29][CH:28]=2)[CH:32]=CC=[CH:29][CH:28]=1.C(O)CCC.CC(OC(/N=N/C(OC(C)C)=O)=O)C. Product: [CH2:32]([N:24]1[CH:25]=[C:21]([C:19]([NH:18][C@@H:16]([CH3:17])[CH2:15][N:12]2[CH:13]=[CH:14][C:10]([C:4]3[CH:5]=[CH:6][C:7]([C:8]#[N:9])=[C:2]([Cl:1])[CH:3]=3)=[N:11]2)=[O:20])[N:22]=[C:23]1[CH3:26])[CH2:27][CH2:28][CH3:29]. The catalyst class is: 1. (2) Reactant: [Br:1][C:2]1[CH:7]=[CH:6][C:5]([NH:8][C:9](=[O:26])[C:10]2[CH:15]=[C:14]([N+:16]([O-])=O)[C:13]([NH:19][CH3:20])=[N:12][C:11]=2[O:21][CH2:22][CH:23]([F:25])[F:24])=[CH:4][CH:3]=1. Product: [NH2:16][C:14]1[C:13]([NH:19][CH3:20])=[N:12][C:11]([O:21][CH2:22][CH:23]([F:25])[F:24])=[C:10]([CH:15]=1)[C:9]([NH:8][C:5]1[CH:4]=[CH:3][C:2]([Br:1])=[CH:7][CH:6]=1)=[O:26]. The catalyst class is: 814. (3) Reactant: [CH:1]([NH:4][CH2:5][CH2:6][OH:7])([CH3:3])[CH3:2].[C:8](O[C:8]([O:10][C:11]([CH3:14])([CH3:13])[CH3:12])=[O:9])([O:10][C:11]([CH3:14])([CH3:13])[CH3:12])=[O:9]. Product: [OH:7][CH2:6][CH2:5][N:4]([CH:1]([CH3:3])[CH3:2])[C:8](=[O:9])[O:10][C:11]([CH3:14])([CH3:13])[CH3:12]. The catalyst class is: 7. (4) Reactant: Cl[C:2]1[N:7]=[C:6]([C:8]([N:10]2[CH2:15][CH2:14][CH:13]([N:16]3[CH2:20][CH2:19][CH2:18][CH2:17]3)[CH2:12][CH2:11]2)=[O:9])[C:5]([CH3:21])=[CH:4][C:3]=1[C:22]1[CH:27]=[CH:26][CH:25]=[C:24]([C:28]([F:31])([F:30])[F:29])[CH:23]=1.[CH2:32]([NH2:35])[CH2:33][NH2:34].C1(P(C2C=CC=CC=2)C2C=CC3C(=CC=CC=3)C=2C2C3C(=CC=CC=3)C=CC=2P(C2C=CC=CC=2)C2C=CC=CC=2)C=CC=CC=1.C(=O)([O-])[O-].[Cs+].[Cs+]. Product: [NH2:34][CH2:33][CH2:32][NH:35][C:2]1[N:7]=[C:6]([C:8]([N:10]2[CH2:15][CH2:14][CH:13]([N:16]3[CH2:20][CH2:19][CH2:18][CH2:17]3)[CH2:12][CH2:11]2)=[O:9])[C:5]([CH3:21])=[CH:4][C:3]=1[C:22]1[CH:27]=[CH:26][CH:25]=[C:24]([C:28]([F:31])([F:30])[F:29])[CH:23]=1. The catalyst class is: 164.